Dataset: Peptide-MHC class I binding affinity with 185,985 pairs from IEDB/IMGT. Task: Regression. Given a peptide amino acid sequence and an MHC pseudo amino acid sequence, predict their binding affinity value. This is MHC class I binding data. (1) The peptide sequence is KVSCTILAV. The MHC is HLA-A02:06 with pseudo-sequence HLA-A02:06. The binding affinity (normalized) is 0.732. (2) The peptide sequence is NPPVPGHIF. The MHC is HLA-B51:01 with pseudo-sequence HLA-B51:01. The binding affinity (normalized) is 0.254. (3) The peptide sequence is TQIQTRRSF. The MHC is HLA-A24:02 with pseudo-sequence HLA-A24:02. The binding affinity (normalized) is 0.0847. (4) The peptide sequence is RIGGVLIFR. The MHC is HLA-B40:01 with pseudo-sequence HLA-B40:01. The binding affinity (normalized) is 0.0847. (5) The peptide sequence is MVDVSMMSM. The MHC is HLA-A02:01 with pseudo-sequence HLA-A02:01. The binding affinity (normalized) is 0.510. (6) The binding affinity (normalized) is 0.0847. The MHC is HLA-B08:01 with pseudo-sequence HLA-B08:01. The peptide sequence is GRVIPRMLY.